From a dataset of Reaction yield outcomes from USPTO patents with 853,638 reactions. Predict the reaction yield, written as a fraction of the theoretical maximum amount of product (1.0 means a 100% yield; for example, 0.34 means a 34% yield). The reactants are [N+:1]([C:4]1[CH:5]=[C:6]([CH:9]=[C:10]([O:16][CH2:17][CH2:18][CH3:19])[C:11]=1[O:12]CCC)[CH:7]=[O:8])([O-:3])=[O:2].[Al+3].[Cl-].[Cl-].[Cl-]. The catalyst is C(Cl)Cl. The product is [OH:12][C:11]1[C:10]([O:16][CH2:17][CH2:18][CH3:19])=[CH:9][C:6]([CH:7]=[O:8])=[CH:5][C:4]=1[N+:1]([O-:3])=[O:2]. The yield is 0.977.